Dataset: NCI-60 drug combinations with 297,098 pairs across 59 cell lines. Task: Regression. Given two drug SMILES strings and cell line genomic features, predict the synergy score measuring deviation from expected non-interaction effect. (1) Drug 1: CC1CCC2CC(C(=CC=CC=CC(CC(C(=O)C(C(C(=CC(C(=O)CC(OC(=O)C3CCCCN3C(=O)C(=O)C1(O2)O)C(C)CC4CCC(C(C4)OC)O)C)C)O)OC)C)C)C)OC. Drug 2: CC(C)NC(=O)C1=CC=C(C=C1)CNNC.Cl. Cell line: EKVX. Synergy scores: CSS=8.15, Synergy_ZIP=-2.22, Synergy_Bliss=4.48, Synergy_Loewe=-7.80, Synergy_HSA=4.37. (2) Drug 1: CCCS(=O)(=O)NC1=C(C(=C(C=C1)F)C(=O)C2=CNC3=C2C=C(C=N3)C4=CC=C(C=C4)Cl)F. Drug 2: C1=NC(=NC(=O)N1C2C(C(C(O2)CO)O)O)N. Cell line: NCI-H226. Synergy scores: CSS=13.3, Synergy_ZIP=0.551, Synergy_Bliss=5.38, Synergy_Loewe=0.825, Synergy_HSA=2.13. (3) Synergy scores: CSS=44.3, Synergy_ZIP=-4.18, Synergy_Bliss=-5.42, Synergy_Loewe=-5.93, Synergy_HSA=-1.56. Drug 2: CC1C(C(CC(O1)OC2CC(CC3=C2C(=C4C(=C3O)C(=O)C5=CC=CC=C5C4=O)O)(C(=O)C)O)N)O. Cell line: SF-295. Drug 1: C#CCC(CC1=CN=C2C(=N1)C(=NC(=N2)N)N)C3=CC=C(C=C3)C(=O)NC(CCC(=O)O)C(=O)O. (4) Drug 1: C1=CC=C(C(=C1)C(C2=CC=C(C=C2)Cl)C(Cl)Cl)Cl. Drug 2: CN1C2=C(C=C(C=C2)N(CCCl)CCCl)N=C1CCCC(=O)O.Cl. Cell line: KM12. Synergy scores: CSS=3.24, Synergy_ZIP=4.48, Synergy_Bliss=10.8, Synergy_Loewe=12.4, Synergy_HSA=0.771. (5) Drug 1: C1C(C(OC1N2C=NC3=C2NC=NCC3O)CO)O. Drug 2: CC1C(C(CC(O1)OC2CC(CC3=C2C(=C4C(=C3O)C(=O)C5=C(C4=O)C(=CC=C5)OC)O)(C(=O)CO)O)N)O.Cl. Cell line: OVCAR3. Synergy scores: CSS=30.2, Synergy_ZIP=0.976, Synergy_Bliss=0.423, Synergy_Loewe=-31.4, Synergy_HSA=-1.62. (6) Drug 1: CC(C)(C#N)C1=CC(=CC(=C1)CN2C=NC=N2)C(C)(C)C#N. Drug 2: C#CCC(CC1=CN=C2C(=N1)C(=NC(=N2)N)N)C3=CC=C(C=C3)C(=O)NC(CCC(=O)O)C(=O)O. Cell line: U251. Synergy scores: CSS=-1.59, Synergy_ZIP=5.09, Synergy_Bliss=-3.19, Synergy_Loewe=-35.1, Synergy_HSA=-5.92. (7) Drug 1: C1CC(C1)(C2=CC=C(C=C2)C3=C(C=C4C(=N3)C=CN5C4=NNC5=O)C6=CC=CC=C6)N. Drug 2: CNC(=O)C1=NC=CC(=C1)OC2=CC=C(C=C2)NC(=O)NC3=CC(=C(C=C3)Cl)C(F)(F)F. Cell line: SW-620. Synergy scores: CSS=63.1, Synergy_ZIP=6.17, Synergy_Bliss=8.24, Synergy_Loewe=8.70, Synergy_HSA=10.8. (8) Drug 1: C1=CC(=CC=C1CCC2=CNC3=C2C(=O)NC(=N3)N)C(=O)NC(CCC(=O)O)C(=O)O. Drug 2: CN(C)N=NC1=C(NC=N1)C(=O)N. Cell line: SR. Synergy scores: CSS=37.4, Synergy_ZIP=4.72, Synergy_Bliss=1.41, Synergy_Loewe=-31.1, Synergy_HSA=2.56.